Dataset: NCI-60 drug combinations with 297,098 pairs across 59 cell lines. Task: Regression. Given two drug SMILES strings and cell line genomic features, predict the synergy score measuring deviation from expected non-interaction effect. Drug 1: CC1=C(C=C(C=C1)NC2=NC=CC(=N2)N(C)C3=CC4=NN(C(=C4C=C3)C)C)S(=O)(=O)N.Cl. Drug 2: CN1C(=O)N2C=NC(=C2N=N1)C(=O)N. Cell line: PC-3. Synergy scores: CSS=2.21, Synergy_ZIP=0.778, Synergy_Bliss=1.46, Synergy_Loewe=0.818, Synergy_HSA=0.915.